Task: Predict which catalyst facilitates the given reaction.. Dataset: Catalyst prediction with 721,799 reactions and 888 catalyst types from USPTO (1) Reactant: Cl[C:2]1[C:11]2=[N:12][N:13](CC3C=CC(OC)=CC=3)[CH:14]=[C:10]2[C:9]2[CH:8]=[C:7]([O:24][CH3:25])[CH:6]=[CH:5][C:4]=2[N:3]=1.[F:26][C:27]1[CH:28]=[C:29]([CH:31]=[CH:32][C:33]=1[C:34]([F:37])([F:36])[F:35])[NH2:30].Cl. Product: [F:26][C:27]1[CH:28]=[C:29]([NH:30][C:2]2[C:11]3=[N:12][NH:13][CH:14]=[C:10]3[C:9]3[CH:8]=[C:7]([O:24][CH3:25])[CH:6]=[CH:5][C:4]=3[N:3]=2)[CH:31]=[CH:32][C:33]=1[C:34]([F:36])([F:37])[F:35]. The catalyst class is: 71. (2) Reactant: [Cl:1][C:2]1[CH:10]=[C:9]([C:11]([NH:13][CH:14]([C:16]2[NH:20][C:19]3[CH:21]=[CH:22][C:23]([Cl:25])=[CH:24][C:18]=3[N:17]=2)[CH3:15])=[O:12])[CH:8]=[CH:7][C:3]=1[C:4]([OH:6])=O.[CH3:26][CH:27]1[CH:31]=[CH:30][CH:29]([CH3:32])[NH:28]1.C(N(C(C)C)CC)(C)C.ClCl. Product: [Cl:1][C:2]1[CH:10]=[C:9]([CH:8]=[CH:7][C:3]=1[C:4]([N:28]1[CH:29]([CH3:32])[CH:30]=[CH:31][CH:27]1[CH3:26])=[O:6])[C:11]([NH:13][CH:14]([C:16]1[NH:20][C:19]2[CH:21]=[CH:22][C:23]([Cl:25])=[CH:24][C:18]=2[N:17]=1)[CH3:15])=[O:12]. The catalyst class is: 16.